Dataset: Reaction yield outcomes from USPTO patents with 853,638 reactions. Task: Predict the reaction yield, written as a fraction of the theoretical maximum amount of product (1.0 means a 100% yield; for example, 0.34 means a 34% yield). (1) The yield is 0.150. The catalyst is CO. The product is [C:1]([C:5]1[CH:10]=[C:9]([C:11]([CH3:14])([CH3:13])[CH3:12])[CH:8]=[C:7]([NH:15][CH3:18])[C:6]=1[OH:16])([CH3:4])([CH3:2])[CH3:3]. The reactants are [C:1]([C:5]1[CH:10]=[C:9]([C:11]([CH3:14])([CH3:13])[CH3:12])[CH:8]=[C:7]([NH2:15])[C:6]=1[OH:16])([CH3:4])([CH3:3])[CH3:2].[BH3-][C:18]#N.[Na+].C=O. (2) The reactants are [N:1]1[CH:6]=[C:5]([CH2:7][NH2:8])[CH:4]=[N:3][CH:2]=1.C[Al](C)C.[Cl:13][C:14]1[CH:15]=[C:16]([CH:21]([C:36]([F:39])([F:38])[F:37])/[CH:22]=[CH:23]/[C:24]2[CH:34]=[CH:33][C:27]([C:28](OCC)=[O:29])=[C:26]([CH3:35])[CH:25]=2)[CH:17]=[C:18]([Cl:20])[CH:19]=1. The catalyst is C(Cl)Cl. The product is [Cl:13][C:14]1[CH:15]=[C:16]([CH:21]([C:36]([F:39])([F:37])[F:38])/[CH:22]=[CH:23]/[C:24]2[CH:34]=[CH:33][C:27]([C:28]([NH:8][CH2:7][C:5]3[CH:6]=[N:1][CH:2]=[N:3][CH:4]=3)=[O:29])=[C:26]([CH3:35])[CH:25]=2)[CH:17]=[C:18]([Cl:20])[CH:19]=1. The yield is 0.550. (3) The reactants are I[C:2]1[C:10]2[C:5](=[N:6][CH:7]=[N:8][C:9]=2[NH2:11])[NH:4][N:3]=1.[F:12][C:13]1[CH:14]=[C:15](B(O)O)[CH:16]=[C:17]([O:19][CH3:20])[CH:18]=1. The catalyst is CN(C=O)C.C1C=CC(P(C2C=CC=CC=2)[C-]2C=CC=C2)=CC=1.C1C=CC(P(C2C=CC=CC=2)[C-]2C=CC=C2)=CC=1.Cl[Pd]Cl.[Fe+2]. The product is [F:12][C:13]1[CH:14]=[C:15]([C:2]2[C:10]3[C:5](=[N:6][CH:7]=[N:8][C:9]=3[NH2:11])[NH:4][N:3]=2)[CH:16]=[C:17]([O:19][CH3:20])[CH:18]=1. The yield is 0.182. (4) The reactants are [OH-].[Na+].[Br:3][C:4]1[N:8]2[CH:9]=[C:10]([C:17]3[CH:21]=[CH:20][O:19][CH:18]=3)[CH:11]=[C:12]([C:13]([F:16])([F:15])[F:14])[C:7]2=[N:6][C:5]=1[C:22]([O:24]C)=[O:23].Cl. The catalyst is O1CCCC1.O. The product is [Br:3][C:4]1[N:8]2[CH:9]=[C:10]([C:17]3[CH:21]=[CH:20][O:19][CH:18]=3)[CH:11]=[C:12]([C:13]([F:15])([F:14])[F:16])[C:7]2=[N:6][C:5]=1[C:22]([OH:24])=[O:23]. The yield is 1.00. (5) The reactants are [NH:1]1[C:9]2[C:4](=[CH:5][CH:6]=[C:7]([CH:10]=[O:11])[CH:8]=2)[CH:3]=[N:2]1.CC([O-])(C)C.[K+].[CH3:18][O:19][C:20]1[CH:25]=[CH:24][C:23]([CH2:26]Cl)=[CH:22][CH:21]=1. The catalyst is CN(C=O)C. The product is [CH3:18][O:19][C:20]1[CH:25]=[CH:24][C:23]([CH2:26][N:1]2[C:9]3[C:4](=[CH:5][CH:6]=[C:7]([CH:10]=[O:11])[CH:8]=3)[CH:3]=[N:2]2)=[CH:22][CH:21]=1. The yield is 0.720.